This data is from Forward reaction prediction with 1.9M reactions from USPTO patents (1976-2016). The task is: Predict the product of the given reaction. (1) The product is: [OH:41][C@@H:42]([CH2:46][OH:47])[C:43]([N:4]1[CH2:5][CH2:6][C@H:7]([O:8][C:9]2[CH:16]=[CH:15][C:14]([C:17]3[N:22]=[C:21]([NH:23][C:24]4[CH:25]=[N:26][N:27]([CH:29]([CH3:31])[CH3:30])[CH:28]=4)[N:20]=[CH:19][N:18]=3)=[CH:13][C:10]=2[C:11]#[N:12])[C@H:2]([F:1])[CH2:3]1)=[O:44]. Given the reactants [F:1][C@H:2]1[C@@H:7]([O:8][C:9]2[CH:16]=[CH:15][C:14]([C:17]3[N:22]=[C:21]([NH:23][C:24]4[CH:25]=[N:26][N:27]([CH:29]([CH3:31])[CH3:30])[CH:28]=4)[N:20]=[CH:19][N:18]=3)=[CH:13][C:10]=2[C:11]#[N:12])[CH2:6][CH2:5][NH:4][CH2:3]1.C(N(C(C)C)CC)(C)C.[OH:41][C@@H:42]([CH2:46][OH:47])[C:43](O)=[O:44].F[P-](F)(F)(F)(F)F.CN(C(N(C)C)=[N+]1C2C(=NC=CC=2)[N+]([O-])=N1)C.CN(C(ON1N=NC2C=CC=NC1=2)=[N+](C)C)C.F[P-](F)(F)(F)(F)F, predict the reaction product. (2) Given the reactants C(CC[C:6]1[CH:11]=[CH:10][C:9]([C:12]2[C:13]([CH3:43])([CH3:42])[C@H:14]3[C@:27]([CH3:30])([CH2:28][CH:29]=2)[C@@H:26]2[C@:17]([CH3:41])([C@@:18]4([CH3:40])[C@H:23]([CH2:24][CH2:25]2)[C@H:22]2[C@H:31]([C:34]([CH3:36])=[CH2:35])[CH2:32][CH2:33][C@:21]2([C:37]([OH:39])=[O:38])[CH2:20][CH2:19]4)[CH2:16][CH2:15]3)=[CH:8][CH:7]=1)(O)=O.B(C1C=CC([C:53]2([C:56]([OH:58])=[O:57])[CH2:55][CH2:54]2)=CC=1)(O)O.B(O)O, predict the reaction product. The product is: [C:56]([C:53]1([C:6]2[CH:7]=[CH:8][C:9]([C:12]3[C:13]([CH3:43])([CH3:42])[C@H:14]4[C@:27]([CH3:30])([CH2:28][CH:29]=3)[C@@H:26]3[C@:17]([CH3:41])([C@@:18]5([CH3:40])[C@H:23]([CH2:24][CH2:25]3)[C@H:22]3[C@H:31]([C:34]([CH3:36])=[CH2:35])[CH2:32][CH2:33][C@:21]3([C:37]([OH:39])=[O:38])[CH2:20][CH2:19]5)[CH2:16][CH2:15]4)=[CH:10][CH:11]=2)[CH2:55][CH2:54]1)([OH:58])=[O:57].